Task: Predict the reactants needed to synthesize the given product.. Dataset: Full USPTO retrosynthesis dataset with 1.9M reactions from patents (1976-2016) (1) Given the product [N:22]([CH2:3][C:4]1[S:8][C:7]([C:9]2[S:10][C:11]([CH3:14])=[CH:12][CH:13]=2)=[N:6][C:5]=1[CH3:15])=[N+:23]=[N-:24], predict the reactants needed to synthesize it. The reactants are: Cl.Cl[CH2:3][C:4]1[S:8][C:7]([C:9]2[S:10][C:11]([CH3:14])=[CH:12][CH:13]=2)=[N:6][C:5]=1[CH3:15].C(=O)([O-])[O-].[K+].[K+].[N-:22]=[N+:23]=[N-:24].[Na+].O. (2) Given the product [CH3:1][O:2][C:3]1[CH:4]=[C:5]2[C:10](=[CH:11][C:12]=1[O:13][CH3:14])[N:9]=[CH:8][CH:7]=[C:6]2[O:15][C:16]1[CH:22]=[CH:21][C:19]([NH:20][C:27](=[O:33])[O:28][CH2:29][CH2:42][CH2:41][N:38]2[CH2:39][CH2:40][O:35][CH2:36][CH2:37]2)=[CH:18][CH:17]=1, predict the reactants needed to synthesize it. The reactants are: [CH3:1][O:2][C:3]1[CH:4]=[C:5]2[C:10](=[CH:11][C:12]=1[O:13][CH3:14])[N:9]=[CH:8][CH:7]=[C:6]2[O:15][C:16]1[CH:22]=[CH:21][C:19]([NH2:20])=[CH:18][CH:17]=1.ClC(Cl)(O[C:27](=[O:33])[O:28][C:29](Cl)(Cl)Cl)Cl.[O:35]1[CH2:40][CH2:39][N:38]([CH2:41][CH2:42]CO)[CH2:37][CH2:36]1.C(=O)(O)[O-].[Na+]. (3) Given the product [OH:43][CH2:42][CH2:41][CH2:40][CH2:39][CH2:38][NH:37][C:50](=[O:20])[C:47]1[CH:46]=[CH:45][C:44]([CH3:54])=[CH:49][CH:48]=1, predict the reactants needed to synthesize it. The reactants are: [SiH3]O[SiH3].C1CN([P+]([O:20]N2N=NC3C=CC=CC2=3)(N2CCCC2)N2CCCC2)CC1.F[P-](F)(F)(F)(F)F.[NH2:37][CH2:38][CH2:39][CH2:40][CH2:41][CH2:42][OH:43].[C:44]1([CH3:54])[CH:49]=[CH:48][C:47]([CH2:50]C(O)=O)=[CH:46][CH:45]=1. (4) Given the product [F:26][C:27]1[CH:32]=[CH:31][C:30]([C:33]2[O:34][C:35]3[CH:44]=[C:43]([NH:45][S:46]([CH3:49])(=[O:48])=[O:47])[C:42]([O:50][CH:51]([CH3:53])[CH3:52])=[CH:41][C:36]=3[C:37]=2[C:38]([NH2:3])=[O:39])=[CH:29][CH:28]=1, predict the reactants needed to synthesize it. The reactants are: N.C[N:3](C(ON1N=NC2C=CC=NC1=2)=[N+](C)C)C.F[P-](F)(F)(F)(F)F.[F:26][C:27]1[CH:32]=[CH:31][C:30]([C:33]2[O:34][C:35]3[CH:44]=[C:43]([NH:45][S:46]([CH3:49])(=[O:48])=[O:47])[C:42]([O:50][CH:51]([CH3:53])[CH3:52])=[CH:41][C:36]=3[C:37]=2[C:38](O)=[O:39])=[CH:29][CH:28]=1. (5) Given the product [Cl:1][C:2]1[CH:3]=[CH:4][C:5]([O:24][C:25]2[CH:30]=[CH:29][C:28]([F:31])=[CH:27][C:26]=2[F:32])=[C:6]([C:8]2[NH:9][C:10]([CH3:23])=[C:11]3[C:16]=2[CH:15]=[C:14]([C:17]([OH:19])=[O:18])[NH:13][C:12]3=[O:22])[CH:7]=1, predict the reactants needed to synthesize it. The reactants are: [Cl:1][C:2]1[CH:3]=[CH:4][C:5]([O:24][C:25]2[CH:30]=[CH:29][C:28]([F:31])=[CH:27][C:26]=2[F:32])=[C:6]([C:8]2[NH:9][C:10]([CH3:23])=[C:11]3[C:16]=2[CH:15]=[C:14]([C:17]([O:19]CC)=[O:18])[NH:13][C:12]3=[O:22])[CH:7]=1.[OH-].[Li+].Cl. (6) Given the product [CH3:28][O:27][C:25](=[O:26])[C:23]([C:9]1[C:8]2[C:12](=[C:13]([C:16]3[NH:17][C:18]([CH3:21])=[N:19][N:20]=3)[N:14]=[CH:15][C:7]=2[O:6][CH3:5])[NH:11][CH:10]=1)=[O:24], predict the reactants needed to synthesize it. The reactants are: [Al+3].[Cl-].[Cl-].[Cl-].[CH3:5][O:6][C:7]1[CH:15]=[N:14][C:13]([C:16]2[NH:17][C:18]([CH3:21])=[N:19][N:20]=2)=[C:12]2[C:8]=1[CH:9]=[CH:10][NH:11]2.Cl[C:23]([C:25]([O:27][CH3:28])=[O:26])=[O:24]. (7) The reactants are: ClC1C=CC(CNC(=O)C[C@@H]2CC=CC[C@H](NC(=O)OCC3C4C=CC=CC=4C4C3=CC=CC=4)C(=O)[O:15][CH2:14][C@@H:13]3CCCN3C2=O)=CC=1.N1CCCCC1.[NH2:54][C@@H:55]1[C:66](=[O:67])[O:65][CH2:64][C@@H:63]2[CH2:68][CH2:69][CH2:70][N:62]2[C:61](=[O:71])[C@H:60]([CH2:72][C:73]([NH:75][CH2:76][C:77]2[CH:82]=[CH:81][C:80]([Cl:83])=[CH:79][CH:78]=2)=[O:74])[CH2:59][CH:58]=[CH:57][CH2:56]1.C(N(CC)CC)C.C(OC(=O)C)(=O)C. Given the product [C:14]([NH:54][C@@H:55]1[C:66](=[O:67])[O:65][CH2:64][C@@H:63]2[CH2:68][CH2:69][CH2:70][N:62]2[C:61](=[O:71])[C@H:60]([CH2:72][C:73]([NH:75][CH2:76][C:77]2[CH:82]=[CH:81][C:80]([Cl:83])=[CH:79][CH:78]=2)=[O:74])[CH2:59][CH:58]=[CH:57][CH2:56]1)(=[O:15])[CH3:13], predict the reactants needed to synthesize it. (8) Given the product [Br:15][C:5]1[C:4]([C:11]([F:12])([F:13])[F:14])=[CH:3][C:2]([NH2:1])=[C:7]([N+:8]([O-:10])=[O:9])[CH:6]=1, predict the reactants needed to synthesize it. The reactants are: [NH2:1][C:2]1[CH:3]=[C:4]([C:11]([F:14])([F:13])[F:12])[CH:5]=[CH:6][C:7]=1[N+:8]([O-:10])=[O:9].[Br:15]N1C(=O)CCC1=O.O. (9) Given the product [CH3:37][CH:35]([CH3:36])[CH2:34][CH:29]([Br:23])[CH2:30][C:31]([O:33][CH2:19][CH3:14])=[O:32], predict the reactants needed to synthesize it. The reactants are: C1(P([C:14]2[CH:19]=CC=CC=2)C2C=CC=CC=2)C=CC=CC=1.C(Cl)Cl.[Br:23]Br.[N+](C[CH:29]([CH2:34][CH:35]([CH3:37])[CH3:36])[CH2:30][C:31]([OH:33])=[O:32])([O-])=O. (10) The reactants are: [Br:1][C:2]1[CH:3]=[CH:4][C:5]2[N:6]([N:8]=[C:9]([NH2:11])[N:10]=2)[CH:7]=1.C(N(CC)CC)C.[C:19](Cl)(=[O:21])[CH3:20]. Given the product [Br:1][C:2]1[CH:3]=[CH:4][C:5]2[N:6]([N:8]=[C:9]([NH:11][C:19](=[O:21])[CH3:20])[N:10]=2)[CH:7]=1, predict the reactants needed to synthesize it.